From a dataset of Full USPTO retrosynthesis dataset with 1.9M reactions from patents (1976-2016). Predict the reactants needed to synthesize the given product. (1) The reactants are: [CH3:1][C:2]1([CH3:15])[CH2:6][C:5]2[CH:7]=[C:8]([S:11](Cl)(=[O:13])=[O:12])[CH:9]=[CH:10][C:4]=2[O:3]1.[CH3:16][C:17]1[CH:21]=[C:20]([NH2:22])[N:19]([C:23]2[CH:32]=[CH:31][CH:30]=[C:29]3[C:24]=2[CH:25]=[CH:26][CH:27]=[N:28]3)[N:18]=1. Given the product [CH3:1][C:2]1([CH3:15])[CH2:6][C:5]2[CH:7]=[C:8]([S:11]([NH:22][C:20]3[N:19]([C:23]4[CH:32]=[CH:31][CH:30]=[C:29]5[C:24]=4[CH:25]=[CH:26][CH:27]=[N:28]5)[N:18]=[C:17]([CH3:16])[CH:21]=3)(=[O:13])=[O:12])[CH:9]=[CH:10][C:4]=2[O:3]1, predict the reactants needed to synthesize it. (2) Given the product [CH2:1]([C@:8]1([C:23]2[NH:25][CH:26]=[C:27]([C:29]3[CH:34]=[C:33]([O:35][CH3:36])[CH:32]=[C:31]([O:37][CH3:38])[CH:30]=3)[N:43]=2)[O:12][C:11](=[O:13])[N:10]([C@@H:14]([C:16]2[CH:21]=[CH:20][CH:19]=[CH:18][CH:17]=2)[CH3:15])[C:9]1=[O:22])[C:2]1[CH:3]=[CH:4][CH:5]=[CH:6][CH:7]=1, predict the reactants needed to synthesize it. The reactants are: [CH2:1]([C@:8]1([C:23]([NH:25][CH2:26][C:27]([C:29]2[CH:34]=[C:33]([O:35][CH3:36])[CH:32]=[C:31]([O:37][CH3:38])[CH:30]=2)=O)=O)[O:12][C:11](=[O:13])[N:10]([C@@H:14]([C:16]2[CH:21]=[CH:20][CH:19]=[CH:18][CH:17]=2)[CH3:15])[C:9]1=[O:22])[C:2]1[CH:7]=[CH:6][CH:5]=[CH:4][CH:3]=1.C([O-])(=O)C.[NH4+:43].